Dataset: Full USPTO retrosynthesis dataset with 1.9M reactions from patents (1976-2016). Task: Predict the reactants needed to synthesize the given product. (1) Given the product [C:1]([CH2:4][NH:5][C:6]([C:8]1[C:13]([OH:14])=[CH:12][C:11]([OH:22])=[CH:10][N:9]=1)=[O:7])(=[O:3])[NH2:2], predict the reactants needed to synthesize it. The reactants are: [C:1]([CH2:4][NH:5][C:6]([C:8]1[C:13]([O:14]CC2C=CC=CC=2)=[CH:12][C:11]([O:22]CC2C=CC=CC=2)=[CH:10][N:9]=1)=[O:7])(=[O:3])[NH2:2]. (2) Given the product [O:26]=[C:11]([CH3:2])[CH2:12][C:13]([O:15][C:16]([CH3:25])([CH2:19][CH2:20][CH:21]=[C:22]([CH3:24])[CH3:23])[CH:17]=[CH2:18])=[O:14], predict the reactants needed to synthesize it. The reactants are: C1C2C(=CC=CC=2)C=C[C:2]=1[C:11](=[O:26])[CH2:12][C:13]([O:15][C:16]([CH3:25])([CH2:19][CH2:20][CH:21]=[C:22]([CH3:24])[CH3:23])[CH:17]=[CH2:18])=[O:14].CC(O)(CCC=C(C)C)C=C.C=C1OC(=O)C1. (3) Given the product [F:1][CH:2]([F:11])[O:3][C:4]1[CH:5]=[CH:6][C:7]([NH:10][C:13]2[C:14](=[O:26])[N:15]([CH2:40][C:37]3[CH:38]=[CH:39][C:34]([NH:33][C:32](=[O:42])[O:31][C:27]([CH3:29])([CH3:28])[CH3:30])=[N:35][CH:36]=3)[S:16](=[O:25])(=[O:24])[C:17]=2[C:18]2[CH:23]=[CH:22][CH:21]=[CH:20][CH:19]=2)=[CH:8][CH:9]=1, predict the reactants needed to synthesize it. The reactants are: [F:1][CH:2]([F:11])[O:3][C:4]1[CH:9]=[CH:8][C:7]([NH2:10])=[CH:6][CH:5]=1.Cl[C:13]1[C:14](=[O:26])[NH:15][S:16](=[O:25])(=[O:24])[C:17]=1[C:18]1[CH:23]=[CH:22][CH:21]=[CH:20][CH:19]=1.[C:27]([O:31][C:32](=[O:42])[NH:33][C:34]1[CH:39]=[CH:38][C:37]([CH2:40]Br)=[CH:36][N:35]=1)([CH3:30])([CH3:29])[CH3:28].C(=O)([O-])[O-].[K+].[K+].